From a dataset of Catalyst prediction with 721,799 reactions and 888 catalyst types from USPTO. Predict which catalyst facilitates the given reaction. Reactant: [CH3:1][O:2][CH2:3][C:4]1[CH:9]=[C:8]([C:10]([O:12]C)=[O:11])[CH:7]=[CH:6][C:5]=1[C:14]1[CH:19]=[CH:18][CH:17]=[CH:16][C:15]=1[CH3:20].[OH-].[Na+].O. Product: [CH3:1][O:2][CH2:3][C:4]1[CH:9]=[C:8]([C:10]([OH:12])=[O:11])[CH:7]=[CH:6][C:5]=1[C:14]1[CH:19]=[CH:18][CH:17]=[CH:16][C:15]=1[CH3:20]. The catalyst class is: 14.